The task is: Regression. Given two drug SMILES strings and cell line genomic features, predict the synergy score measuring deviation from expected non-interaction effect.. This data is from NCI-60 drug combinations with 297,098 pairs across 59 cell lines. (1) Drug 1: C1=CC(=CC=C1CCCC(=O)O)N(CCCl)CCCl. Drug 2: C1CN1P(=S)(N2CC2)N3CC3. Cell line: A549. Synergy scores: CSS=46.1, Synergy_ZIP=-9.44, Synergy_Bliss=-3.23, Synergy_Loewe=-6.78, Synergy_HSA=0.841. (2) Drug 1: CC(CN1CC(=O)NC(=O)C1)N2CC(=O)NC(=O)C2. Drug 2: C1=NC2=C(N1)C(=S)N=C(N2)N. Cell line: NCI/ADR-RES. Synergy scores: CSS=28.7, Synergy_ZIP=-3.55, Synergy_Bliss=-4.07, Synergy_Loewe=-13.0, Synergy_HSA=-0.0267. (3) Drug 1: CC12CCC3C(C1CCC2OP(=O)(O)O)CCC4=C3C=CC(=C4)OC(=O)N(CCCl)CCCl.[Na+]. Drug 2: CC1C(C(CC(O1)OC2CC(CC3=C2C(=C4C(=C3O)C(=O)C5=CC=CC=C5C4=O)O)(C(=O)C)O)N)O. Cell line: MDA-MB-435. Synergy scores: CSS=67.3, Synergy_ZIP=17.7, Synergy_Bliss=18.4, Synergy_Loewe=-2.59, Synergy_HSA=19.0. (4) Drug 1: C1=C(C(=O)NC(=O)N1)F. Drug 2: CC1CCCC2(C(O2)CC(NC(=O)CC(C(C(=O)C(C1O)C)(C)C)O)C(=CC3=CSC(=N3)C)C)C. Cell line: MDA-MB-435. Synergy scores: CSS=31.2, Synergy_ZIP=4.74, Synergy_Bliss=4.64, Synergy_Loewe=4.79, Synergy_HSA=4.86. (5) Drug 2: CCC1(CC2CC(C3=C(CCN(C2)C1)C4=CC=CC=C4N3)(C5=C(C=C6C(=C5)C78CCN9C7C(C=CC9)(C(C(C8N6C=O)(C(=O)OC)O)OC(=O)C)CC)OC)C(=O)OC)O.OS(=O)(=O)O. Cell line: OVCAR3. Synergy scores: CSS=53.4, Synergy_ZIP=9.94, Synergy_Bliss=11.0, Synergy_Loewe=-0.0810, Synergy_HSA=13.1. Drug 1: CN1CCC(CC1)COC2=C(C=C3C(=C2)N=CN=C3NC4=C(C=C(C=C4)Br)F)OC. (6) Drug 1: CC12CCC(CC1=CCC3C2CCC4(C3CC=C4C5=CN=CC=C5)C)O. Drug 2: CC1=CC2C(CCC3(C2CCC3(C(=O)C)OC(=O)C)C)C4(C1=CC(=O)CC4)C. Cell line: HCT116. Synergy scores: CSS=3.06, Synergy_ZIP=-2.96, Synergy_Bliss=-4.72, Synergy_Loewe=-8.50, Synergy_HSA=-4.68. (7) Drug 1: C(=O)(N)NO. Drug 2: CC(C)CN1C=NC2=C1C3=CC=CC=C3N=C2N. Cell line: SF-268. Synergy scores: CSS=0.487, Synergy_ZIP=1.24, Synergy_Bliss=2.83, Synergy_Loewe=-0.235, Synergy_HSA=0.725. (8) Drug 1: CC(CN1CC(=O)NC(=O)C1)N2CC(=O)NC(=O)C2. Drug 2: CCC1=C2CN3C(=CC4=C(C3=O)COC(=O)C4(CC)O)C2=NC5=C1C=C(C=C5)O. Cell line: HCT-15. Synergy scores: CSS=37.9, Synergy_ZIP=-8.34, Synergy_Bliss=-2.21, Synergy_Loewe=-1.11, Synergy_HSA=0.262. (9) Synergy scores: CSS=45.6, Synergy_ZIP=4.65, Synergy_Bliss=4.50, Synergy_Loewe=-18.6, Synergy_HSA=1.99. Cell line: RPMI-8226. Drug 1: CN1CCC(CC1)COC2=C(C=C3C(=C2)N=CN=C3NC4=C(C=C(C=C4)Br)F)OC. Drug 2: C1=CC(=CC=C1CCC2=CNC3=C2C(=O)NC(=N3)N)C(=O)NC(CCC(=O)O)C(=O)O.